From a dataset of Catalyst prediction with 721,799 reactions and 888 catalyst types from USPTO. Predict which catalyst facilitates the given reaction. (1) Reactant: [NH2:1][C:2]1[CH:25]=[CH:24][C:5]2[C:6]3[C:19]([O:20][CH:21]([F:23])[F:22])=[CH:18][CH:17]=[CH:16][C:7]=3[O:8][CH:9]([C:10]3[CH:15]=[CH:14][CH:13]=[CH:12][CH:11]=3)[C:4]=2[C:3]=1Br.C(N(CC)CC)C.[H][H]. Product: [NH2:1][C:2]1[CH:25]=[CH:24][C:5]2[C:6]3[C:19]([O:20][CH:21]([F:23])[F:22])=[CH:18][CH:17]=[CH:16][C:7]=3[O:8][CH:9]([C:10]3[CH:11]=[CH:12][CH:13]=[CH:14][CH:15]=3)[C:4]=2[CH:3]=1. The catalyst class is: 78. (2) The catalyst class is: 1. Reactant: [C:1]([C:5]1[CH:9]=[C:8]([NH:10][C:11]([NH:13][C:14]2[C:23]3[C:18](=[CH:19][CH:20]=[CH:21][CH:22]=3)[C:17]([O:24][C:25]3[CH:30]=[CH:29][N:28]=[C:27](Cl)[N:26]=3)=[CH:16][CH:15]=2)=[O:12])[N:7]([C:32]2[CH:37]=[CH:36][C:35]([CH3:38])=[CH:34][CH:33]=2)[N:6]=1)([CH3:4])([CH3:3])[CH3:2].[CH3:39][O:40][CH2:41][CH2:42][O:43][CH2:44][CH2:45][O:46][CH2:47][CH2:48][O:49][CH2:50][CH2:51][O:52][CH2:53][CH2:54][O:55][CH2:56][CH2:57][O:58][CH2:59][CH2:60][O:61][C:62]1[CH:63]=[C:64]([CH:66]=[C:67]([O:69][CH3:70])[CH:68]=1)[NH2:65].CN(C=O)C.C(=O)(O)[O-].[Na+]. Product: [CH3:39][O:40][CH2:41][CH2:42][O:43][CH2:44][CH2:45][O:46][CH2:47][CH2:48][O:49][CH2:50][CH2:51][O:52][CH2:53][CH2:54][O:55][CH2:56][CH2:57][O:58][CH2:59][CH2:60][O:61][C:62]1[CH:63]=[C:64]([NH:65][C:27]2[N:26]=[C:25]([O:24][C:17]3[C:18]4[C:23](=[CH:22][CH:21]=[CH:20][CH:19]=4)[C:14]([NH:13][C:11]([NH:10][C:8]4[N:7]([C:32]5[CH:37]=[CH:36][C:35]([CH3:38])=[CH:34][CH:33]=5)[N:6]=[C:5]([C:1]([CH3:4])([CH3:3])[CH3:2])[CH:9]=4)=[O:12])=[CH:15][CH:16]=3)[CH:30]=[CH:29][N:28]=2)[CH:66]=[C:67]([O:69][CH3:70])[CH:68]=1. (3) Reactant: [F:1][C:2]1[CH:13]=[CH:12][CH:11]=[C:10]([O:14][CH2:15][C:16]2[CH:21]=[CH:20][C:19]([O:22][CH3:23])=[CH:18][CH:17]=2)[C:3]=1[C:4](N(OC)C)=[O:5].[CH3:24][Mg]Br. Product: [F:1][C:2]1[CH:13]=[CH:12][CH:11]=[C:10]([O:14][CH2:15][C:16]2[CH:17]=[CH:18][C:19]([O:22][CH3:23])=[CH:20][CH:21]=2)[C:3]=1[C:4](=[O:5])[CH3:24]. The catalyst class is: 7. (4) Reactant: [I:1][C:2]1[CH:3]=[C:4]([NH:28][C:29]([NH:31][C:32](=[O:36])[O:33][CH2:34][CH3:35])=S)[C:5]([NH:8][CH2:9][C:10]2[CH:15]=[CH:14][C:13]([O:16][CH2:17][C:18]3[CH:23]=[CH:22][C:21]([O:24][CH3:25])=[CH:20][CH:19]=3)=[C:12]([O:26][CH3:27])[CH:11]=2)=[N:6][CH:7]=1.C(N(CC)CC)C.C1(S(Cl)(=O)=O)C=CC=CC=1. Product: [CH2:34]([O:33][C:32](=[O:36])[NH:31][C:29]1[N:8]([CH2:9][C:10]2[CH:15]=[CH:14][C:13]([O:16][CH2:17][C:18]3[CH:23]=[CH:22][C:21]([O:24][CH3:25])=[CH:20][CH:19]=3)=[C:12]([O:26][CH3:27])[CH:11]=2)[C:5]2=[N:6][CH:7]=[C:2]([I:1])[CH:3]=[C:4]2[N:28]=1)[CH3:35]. The catalyst class is: 7. (5) Reactant: CS(O[CH2:6][CH2:7][O:8][C:9]1[CH:14]=[CH:13][CH:12]=[C:11]([Br:15])[CH:10]=1)(=O)=O.[C:16]1(=[O:26])[NH:20][C:19](=[O:21])[C:18]2=[CH:22][CH:23]=[CH:24][CH:25]=[C:17]12.[K]. Product: [Br:15][C:11]1[CH:10]=[C:9]([CH:14]=[CH:13][CH:12]=1)[O:8][CH2:7][CH2:6][N:20]1[C:19](=[O:21])[C:18]2=[CH:22][CH:23]=[CH:24][CH:25]=[C:17]2[C:16]1=[O:26]. The catalyst class is: 3. (6) Reactant: [OH:1][CH2:2][CH2:3][CH2:4][C:5]([N:7]1[C:16]2[C:11](=[C:12]([C:17]3[CH:18]=[N:19][N:20]([CH2:22][C:23]([O:25][CH2:26][CH3:27])=[O:24])[CH:21]=3)[CH:13]=[CH:14][CH:15]=2)[CH2:10][CH2:9][CH2:8]1)=[O:6].[Cl:28][C:29]1[CH:34]=[C:33]([Cl:35])[C:32]([Cl:36])=[CH:31][C:30]=1O.C1(P(C2C=CC=CC=2)C2C=CC=CC=2)C=CC=CC=1.CC(OC(/N=N/C(OC(C)C)=O)=O)C. Product: [Cl:28][C:29]1[CH:34]=[C:33]([Cl:35])[C:32]([Cl:36])=[CH:31][C:30]=1[O:1][CH2:2][CH2:3][CH2:4][C:5]([N:7]1[C:16]2[C:11](=[C:12]([C:17]3[CH:18]=[N:19][N:20]([CH2:22][C:23]([O:25][CH2:26][CH3:27])=[O:24])[CH:21]=3)[CH:13]=[CH:14][CH:15]=2)[CH2:10][CH2:9][CH2:8]1)=[O:6]. The catalyst class is: 2. (7) Reactant: [O:1]([C:4]1[CH:5]=[C:6]([C:16]2[CH:17]=[CH:18][C:19]([N:22]3[CH2:28][CH2:27][CH2:26][N:25]([C:29]4[CH:34]=[CH:33][C:32]([C:35]5[CH:40]=[C:39]([O:41][CH2:42]C)[C:38]([O:44][CH2:45]C)=[C:37]([O:47][CH2:48]C)[CH:36]=5)=[CH:31][N:30]=4)[CH2:24][CH2:23]3)=[N:20][CH:21]=2)[CH:7]=[C:8]([O:13][CH2:14]C)[C:9]=1[O:10][CH2:11]C)[CH2:2]C.[CH3:50][S:51]([OH:54])(=[O:53])=[O:52]. Product: [CH3:50][S:51]([OH:54])(=[O:53])=[O:52].[CH3:50][S:51]([OH:54])(=[O:53])=[O:52].[CH3:42][O:41][C:39]1[CH:40]=[C:35]([C:32]2[CH:33]=[CH:34][C:29]([N:25]3[CH2:26][CH2:27][CH2:28][N:22]([C:19]4[CH:18]=[CH:17][C:16]([C:6]5[CH:5]=[C:4]([O:1][CH3:2])[C:9]([O:10][CH3:11])=[C:8]([O:13][CH3:14])[CH:7]=5)=[CH:21][N:20]=4)[CH2:23][CH2:24]3)=[N:30][CH:31]=2)[CH:36]=[C:37]([O:47][CH3:48])[C:38]=1[O:44][CH3:45]. The catalyst class is: 5. (8) Reactant: Br[C:2]([C:17]1[CH:22]=[CH:21][CH:20]=[CH:19][CH:18]=1)([CH3:16])[C:3]([C:5]1[CH:6]=[CH:7][C:8]2[O:13][CH2:12][C:11](=[O:14])[NH:10][C:9]=2[CH:15]=1)=O.[NH2:23][N:24]1[CH:28]=[N:27][N:26]=[C:25]1[SH:29].C(N(CC)CC)C. Product: [CH3:16][C:2]1([C:17]2[CH:22]=[CH:21][CH:20]=[CH:19][CH:18]=2)[S:29][C:25]2=[N:26][N:27]=[CH:28][N:24]2[N:23]=[C:3]1[C:5]1[CH:6]=[CH:7][C:8]2[O:13][CH2:12][C:11](=[O:14])[NH:10][C:9]=2[CH:15]=1. The catalyst class is: 8. (9) Reactant: [C:1]1(=[O:11])[C:9]2[CH:8]=[CH:7][N:6]=[CH:5][C:4]=2[C:3](=[O:10])[NH:2]1.O.O.[NH2:14]N. Product: [C:1]1([OH:11])[N:14]=[N:2][C:3]([OH:10])=[C:4]2[CH:5]=[N:6][CH:7]=[CH:8][C:9]=12. The catalyst class is: 14. (10) Reactant: Cl[C:2]1[CH:7]=[C:6]([I:8])[CH:5]=[C:4]([Cl:9])[N:3]=1.[NH2:10][C@H:11]1[CH2:16][CH2:15][C@H:14]([OH:17])[CH2:13][CH2:12]1.CN(C)C=O.O1CCOCC1. Product: [Cl:9][C:4]1[N:3]=[C:2]([NH:10][C@H:11]2[CH2:16][CH2:15][C@H:14]([OH:17])[CH2:13][CH2:12]2)[CH:7]=[C:6]([I:8])[CH:5]=1. The catalyst class is: 13.